This data is from Catalyst prediction with 721,799 reactions and 888 catalyst types from USPTO. The task is: Predict which catalyst facilitates the given reaction. (1) Product: [CH3:8][C:9]1[C:17]2[C:12](=[CH:13][CH:14]=[CH:15][C:16]=2[C:18]2[CH:19]=[N:20][C:21]3[C:26]([CH:27]=2)=[CH:25][CH:24]=[CH:23][CH:22]=3)[N:11]([C:28]2[CH:35]=[CH:34][C:31]([C:32]([NH2:33])=[O:3])=[C:30]([NH:36][CH:37]3[CH2:42][CH2:41][O:40][CH2:39][CH2:38]3)[CH:29]=2)[N:10]=1. Reactant: C([OH:3])C.[OH-].[Na+].OO.[CH3:8][C:9]1[C:17]2[C:12](=[CH:13][CH:14]=[CH:15][C:16]=2[C:18]2[CH:19]=[N:20][C:21]3[C:26]([CH:27]=2)=[CH:25][CH:24]=[CH:23][CH:22]=3)[N:11]([C:28]2[CH:35]=[CH:34][C:31]([C:32]#[N:33])=[C:30]([NH:36][CH:37]3[CH2:42][CH2:41][O:40][CH2:39][CH2:38]3)[CH:29]=2)[N:10]=1. The catalyst class is: 58. (2) Reactant: [OH:1][C:2]1[CH:7]=[CH:6][C:5]([C:8]2[N:13]=[C:12]([C:14]([O:16][CH3:17])=[O:15])[CH:11]=[CH:10][CH:9]=2)=[CH:4][CH:3]=1.C([O-])([O-])=O.[K+].[K+].Br[CH2:25][C:26]1[CH:31]=[CH:30][CH:29]=[CH:28][C:27]=1[F:32]. Product: [F:32][C:27]1[CH:28]=[CH:29][CH:30]=[CH:31][C:26]=1[CH2:25][O:1][C:2]1[CH:3]=[CH:4][C:5]([C:8]2[N:13]=[C:12]([C:14]([O:16][CH3:17])=[O:15])[CH:11]=[CH:10][CH:9]=2)=[CH:6][CH:7]=1. The catalyst class is: 21. (3) Reactant: [CH2:1]([N:3]1[C:7]2=[N:8][CH:9]=[N:10][C:11]([NH2:12])=[C:6]2[C:5]([NH:13][C:14]2[CH:19]=[CH:18][CH:17]=[CH:16][CH:15]=2)=[N:4]1)[CH3:2].[C:20](=O)([O-])[O-].[K+].[K+].CI. Product: [CH2:1]([N:3]1[C:7]2=[N:8][CH:9]=[N:10][C:11]([NH2:12])=[C:6]2[C:5]([N:13]([CH3:20])[C:14]2[CH:19]=[CH:18][CH:17]=[CH:16][CH:15]=2)=[N:4]1)[CH3:2]. The catalyst class is: 3. (4) Reactant: Br[C:2]1[S:3][CH:4]=[C:5]([C:7]2[CH:12]=[CH:11][C:10]([NH:13][S:14]([C:17]([F:20])([F:19])[F:18])(=[O:16])=[O:15])=[CH:9][C:8]=2[Cl:21])[N:6]=1.[CH:22]1[C:31]2[C:26](=[CH:27][CH:28]=[CH:29][CH:30]=2)[C:25](B(O)O)=[CH:24][N:23]=1.C(=O)([O-])[O-].[K+].[K+].CN(C)C=O. Product: [Cl:21][C:8]1[CH:9]=[C:10]([NH:13][S:14]([C:17]([F:20])([F:19])[F:18])(=[O:16])=[O:15])[CH:11]=[CH:12][C:7]=1[C:5]1[N:6]=[C:2]([C:25]2[C:26]3[C:31](=[CH:30][CH:29]=[CH:28][CH:27]=3)[CH:22]=[N:23][CH:24]=2)[S:3][CH:4]=1. The catalyst class is: 103. (5) Reactant: O=C1CCC(=O)N1[O:8][C:9](=O)[CH2:10][CH2:11][CH2:12][CH2:13][Si:14]([CH2:30][CH:31]([CH3:33])[CH3:32])([CH2:26][CH:27]([CH3:29])[CH3:28])[O:15][CH2:16][CH2:17][CH2:18][CH2:19][C:20]1[CH:25]=[CH:24][CH:23]=[CH:22][CH:21]=1.[NH2:35][C:36]1[CH:41]=[CH:40][CH:39]=[CH:38][CH:37]=1.C(N(CC)CC)C. Product: [C:36]1([NH:35][C:9](=[O:8])[CH2:10][CH2:11][CH2:12][CH2:13][Si:14]([CH2:26][CH:27]([CH3:29])[CH3:28])([CH2:30][CH:31]([CH3:32])[CH3:33])[O:15][CH2:16][CH2:17][CH2:18][CH2:19][C:20]2[CH:25]=[CH:24][CH:23]=[CH:22][CH:21]=2)[CH:41]=[CH:40][CH:39]=[CH:38][CH:37]=1. The catalyst class is: 112. (6) Reactant: [C:1]([O:5][C:6]([N:8]([CH2:13][C:14]1[CH:15]=[C:16]([CH:23]=[CH:24][C:25]=1[O:26][CH2:27][CH2:28][N:29]1[CH2:34][CH2:33][O:32][CH2:31][CH2:30]1)[C:17]([O:19]CC=C)=[O:18])[S:9]([CH3:12])(=[O:11])=[O:10])=[O:7])([CH3:4])([CH3:3])[CH3:2].N1CCCCC1.[NH4+].[Cl-].C(OCC)(=O)C. Product: [C:1]([O:5][C:6]([N:8]([CH2:13][C:14]1[CH:15]=[C:16]([CH:23]=[CH:24][C:25]=1[O:26][CH2:27][CH2:28][N:29]1[CH2:30][CH2:31][O:32][CH2:33][CH2:34]1)[C:17]([OH:19])=[O:18])[S:9]([CH3:12])(=[O:11])=[O:10])=[O:7])([CH3:4])([CH3:2])[CH3:3]. The catalyst class is: 1. (7) Reactant: [O:1]=[CH:2][C@@H:3]([C@@H:5]([C@@H:7]([CH2:9][OH:10])[OH:8])[OH:6])[OH:4].Cl[CH2:12]CCl. Product: [CH3:12][O:1][CH2:2][C@H:3]1[O:4][CH:9]([OH:10])[C@H:7]([OH:8])[C@@H:5]1[OH:6]. The catalyst class is: 2.